From a dataset of Full USPTO retrosynthesis dataset with 1.9M reactions from patents (1976-2016). Predict the reactants needed to synthesize the given product. (1) The reactants are: [CH3:1][O:2][C:3]1[CH:4]=[C:5]2[C:9](=[CH:10][CH:11]=1)[N:8](C)[CH:7]=[C:6]2[C:13]1[N:25]([CH2:26][O:27][CH2:28][CH2:29][Si:30]([CH3:33])([CH3:32])[CH3:31])[C:16]2=[N:17][CH:18]=[C:19]([CH2:21][NH:22][CH:23]=O)[N:20]=[C:15]2[CH:14]=1.[CH3:34]OC1C=CC(P2(SP(C3C=CC(OC)=CC=3)(=S)S2)=S)=CC=1. Given the product [CH3:1][O:2][C:3]1([CH3:34])[CH:11]=[CH:10][C:9]2[C:5]([C:6]([C:13]3[N:25]([CH2:26][O:27][CH2:28][CH2:29][Si:30]([CH3:33])([CH3:31])[CH3:32])[C:16]4[N:17]=[CH:18][C:19]5[N:20]([CH:23]=[N:22][CH:21]=5)[C:15]=4[CH:14]=3)=[CH:7][N:8]=2)=[CH:4]1, predict the reactants needed to synthesize it. (2) Given the product [CH:20]1([C:23]#[C:24][C:2]2[CH:8]=[CH:7][C:5]([NH2:6])=[CH:4][C:3]=2[F:9])[CH2:22][CH2:21]1, predict the reactants needed to synthesize it. The reactants are: I[C:2]1[CH:8]=[CH:7][C:5]([NH2:6])=[CH:4][C:3]=1[F:9].CCN(CC)CC.C(Cl)Cl.[CH:20]1([C:23]#[CH:24])[CH2:22][CH2:21]1.